Dataset: Reaction yield outcomes from USPTO patents with 853,638 reactions. Task: Predict the reaction yield, written as a fraction of the theoretical maximum amount of product (1.0 means a 100% yield; for example, 0.34 means a 34% yield). (1) The catalyst is C(#N)C. The reactants are C(=O)([O-])[O-].[K+].[K+].[NH2:7][C:8]1[C:21]([Cl:22])=[CH:20][C:19]([Cl:23])=[CH:18][C:9]=1[C:10]([N:12]=[S:13]([CH2:16][CH3:17])[CH2:14][CH3:15])=[O:11].[Cl:24][C:25]1[C:26]([N:31]2[C:35]([C:36](Cl)=[O:37])=[CH:34][C:33]([C:39]([F:42])([F:41])[F:40])=[N:32]2)=[N:27][CH:28]=[CH:29][CH:30]=1. The yield is 0.880. The product is [Cl:24][C:25]1[C:26]([N:31]2[C:35]([C:36]([NH:7][C:8]3[C:9]([C:10](=[O:11])[N:12]=[S:13]([CH2:14][CH3:15])[CH2:16][CH3:17])=[CH:18][C:19]([Cl:23])=[CH:20][C:21]=3[Cl:22])=[O:37])=[CH:34][C:33]([C:39]([F:42])([F:40])[F:41])=[N:32]2)=[N:27][CH:28]=[CH:29][CH:30]=1. (2) The reactants are [CH2:1]([O:8][N:9]1[C:12]2([CH:17]=[CH:16][C:15](=[O:18])[CH:14]([OH:19])[CH:13]2[OH:20])[CH2:11][C:10]1=[O:21])[C:2]1[CH:7]=[CH:6][CH:5]=[CH:4][CH:3]=1.C[Si:23]([C:26]#N)([CH3:25])[CH3:24].C1N2C[CH2:35][N:30](CC2)C1. The catalyst is O. The product is [CH2:1]([O:8][N:9]1[C:12]2([CH:17]=[CH:16][C:15]([C:35]#[N:30])([O:18][Si:23]([CH3:26])([CH3:25])[CH3:24])[CH:14]([O:19][Si:23]([CH3:26])([CH3:25])[CH3:24])[CH:13]2[O:20][Si:23]([CH3:24])([CH3:25])[CH3:26])[CH2:11][C:10]1=[O:21])[C:2]1[CH:7]=[CH:6][CH:5]=[CH:4][CH:3]=1. The yield is 0.620.